Dataset: Forward reaction prediction with 1.9M reactions from USPTO patents (1976-2016). Task: Predict the product of the given reaction. (1) Given the reactants [Cl:1][C:2]1[CH:3]=[CH:4][C:5]2[C:11](=O)[CH2:10][CH2:9][CH2:8][N:7]([C:13]([O:15][CH2:16][C:17]3[CH:22]=[CH:21][CH:20]=[CH:19][CH:18]=3)=[O:14])[C:6]=2[CH:23]=1.[CH3:24][O:25][C:26]1[CH:33]=[C:32]([O:34][CH3:35])[CH:31]=[CH:30][C:27]=1[CH2:28][NH2:29].CCN(CC)CC, predict the reaction product. The product is: [Cl:1][C:2]1[CH:3]=[CH:4][C:5]2[C:11](=[N:29][CH2:28][C:27]3[CH:30]=[CH:31][C:32]([O:34][CH3:35])=[CH:33][C:26]=3[O:25][CH3:24])[CH2:10][CH2:9][CH2:8][N:7]([C:13]([O:15][CH2:16][C:17]3[CH:22]=[CH:21][CH:20]=[CH:19][CH:18]=3)=[O:14])[C:6]=2[CH:23]=1. (2) Given the reactants Br[C:2]1[CH:7]=[CH:6][CH:5]=[CH:4][C:3]=1/[CH:8]=[CH:9]/[C:10]([O:12][CH2:13][CH3:14])=[O:11].[C:15]1([CH:21]2[CH2:25][CH2:24][NH:23][C:22]2=[O:26])[CH:20]=[CH:19][CH:18]=[CH:17][CH:16]=1.[O-]P([O-])([O-])=O.[K+].[K+].[K+].CN[C@@H]1CCCC[C@H]1NC, predict the reaction product. The product is: [O:26]=[C:22]1[CH:21]([C:15]2[CH:20]=[CH:19][CH:18]=[CH:17][CH:16]=2)[CH2:25][CH2:24][N:23]1[C:2]1[CH:7]=[CH:6][CH:5]=[CH:4][C:3]=1/[CH:8]=[CH:9]/[C:10]([O:12][CH2:13][CH3:14])=[O:11]. (3) The product is: [F:1][C:2]1[CH:3]=[CH:4][C:5]([C:8]2[N:12]([CH2:13][CH2:14][C:15](=[O:18])[CH2:16][CH3:17])[N:11]=[C:10]([CH3:19])[C:9]=2[C:20]2[CH:21]=[CH:22][C:23]3[O:28][CH2:27][C:26](=[O:29])[NH:25][C:24]=3[CH:30]=2)=[CH:6][CH:7]=1. Given the reactants [F:1][C:2]1[CH:7]=[CH:6][C:5]([C:8]2[N:12]([CH2:13][CH2:14][CH:15]([OH:18])[CH2:16][CH3:17])[N:11]=[C:10]([CH3:19])[C:9]=2[C:20]2[CH:21]=[CH:22][C:23]3[O:28][CH2:27][C:26](=[O:29])[NH:25][C:24]=3[CH:30]=2)=[CH:4][CH:3]=1.CC(OI1(OC(C)=O)(OC(C)=O)OC(=O)C2C1=CC=CC=2)=O.O, predict the reaction product. (4) Given the reactants [H-].[Na+].[Si:3]([O:10][CH2:11][CH:12]([OH:19])[C:13]#[C:14][Si](C)(C)C)([C:6]([CH3:9])([CH3:8])[CH3:7])([CH3:5])[CH3:4].[CH3:20]I, predict the reaction product. The product is: [C:6]([Si:3]([O:10][CH2:11][CH:12]([O:19][CH3:20])[C:13]#[CH:14])([CH3:5])[CH3:4])([CH3:9])([CH3:8])[CH3:7]. (5) Given the reactants [C:1]([C:4]1[C:9]([O:10][CH2:11][C:12]2[CH:17]=[CH:16][CH:15]=[CH:14][CH:13]=2)=[CH:8][C:7]([N:18]([CH2:22][CH:23]=[CH2:24])[C:19](=[O:21])[CH3:20])=[C:6](Br)[CH:5]=1)(=[O:3])[CH3:2].CC1C=CC=CC=1P(C1C=CC=CC=1C)C1C=CC=CC=1C.C(N(CC)CC)C, predict the reaction product. The product is: [C:19]([N:18]1[C:7]2[C:6](=[CH:5][C:4]([C:1](=[O:3])[CH3:2])=[C:9]([O:10][CH2:11][C:12]3[CH:17]=[CH:16][CH:15]=[CH:14][CH:13]=3)[CH:8]=2)[C:23]([CH3:24])=[CH:22]1)(=[O:21])[CH3:20]. (6) Given the reactants C([CH:5]([CH2:9][C:10]1[CH:15]=[CH:14][CH:13]=[C:12]([NH:16][C:17](=[O:32])[CH:18]([C:25]2[CH:30]=[CH:29][C:28]([Cl:31])=[CH:27][CH:26]=2)[CH:19]([CH3:24])[C:20]([F:23])([F:22])[F:21])[C:11]=1[F:33])[C:6]([OH:8])=[O:7])(C)(C)C.FC(F)(F)C(O)=O, predict the reaction product. The product is: [Cl:31][C:28]1[CH:27]=[CH:26][C:25]([CH:18]([CH:19]([CH3:24])[C:20]([F:23])([F:21])[F:22])[C:17]([NH:16][C:12]2[C:11]([F:33])=[C:10]([CH2:9][CH2:5][C:6]([OH:8])=[O:7])[CH:15]=[CH:14][CH:13]=2)=[O:32])=[CH:30][CH:29]=1. (7) Given the reactants [F:1][C:2]1[CH:23]=[CH:22][C:5]([CH2:6][NH:7][C:8]([C:10]2[S:18][C:17]3[N:12]([C:13](=[O:21])[NH:14][C:15](=[O:20])[C:16]=3[CH3:19])[CH:11]=2)=[O:9])=[CH:4][CH:3]=1.C(=O)([O-])[O-].[Cs+].[Cs+].[CH3:30][O:31][C:32](=[O:41])[NH:33][C:34]1[CH:38]=[C:37]([CH2:39]Br)[O:36][N:35]=1, predict the reaction product. The product is: [CH3:30][O:31][C:32](=[O:41])[NH:33][C:34]1[CH:38]=[C:37]([CH2:39][N:14]2[C:15](=[O:20])[C:16]([CH3:19])=[C:17]3[S:18][C:10]([C:8](=[O:9])[NH:7][CH2:6][C:5]4[CH:4]=[CH:3][C:2]([F:1])=[CH:23][CH:22]=4)=[CH:11][N:12]3[C:13]2=[O:21])[O:36][N:35]=1. (8) Given the reactants C(OC([N:8]1[C:16]2[C:11](=[CH:12][C:13]([O:17][CH:18]3[CH2:23][CH2:22][CH:21]([C:24]([CH3:27])([CH3:26])[CH3:25])[CH2:20][CH2:19]3)=[CH:14][CH:15]=2)[CH2:10][CH2:9]1)=O)(C)(C)C.Cl.O1CCOCC1, predict the reaction product. The product is: [C:24]([C@H:21]1[CH2:22][CH2:23][C@H:18]([O:17][C:13]2[CH:12]=[C:11]3[C:16](=[CH:15][CH:14]=2)[NH:8][CH2:9][CH2:10]3)[CH2:19][CH2:20]1)([CH3:27])([CH3:25])[CH3:26]. (9) Given the reactants Cl[C:2]1[CH:11]=[CH:10][C:9]2[C:4](=[N:5][CH:6]=[CH:7][C:8]=2[Cl:12])[N:3]=1.C([Sn](CCCC)(CCCC)[C:18]([O:20]CC)=[CH2:19])CCC.[OH-].[Na+], predict the reaction product. The product is: [Cl:12][C:8]1[CH:7]=[CH:6][N:5]=[C:4]2[C:9]=1[CH:10]=[CH:11][C:2]([C:18](=[O:20])[CH3:19])=[N:3]2.